From a dataset of Full USPTO retrosynthesis dataset with 1.9M reactions from patents (1976-2016). Predict the reactants needed to synthesize the given product. Given the product [OH:20][CH:19]([C:18]1[CH:21]=[CH:22][CH:23]=[CH:24][C:17]=1[N+:14]([O-:16])=[O:15])[C:4]1[S:3][C:2]([CH3:1])=[N:6][C:5]=1[C:7]#[N:8], predict the reactants needed to synthesize it. The reactants are: [CH3:1][C:2]1[S:3][CH:4]=[C:5]([C:7]#[N:8])[N:6]=1.C([Li])CCC.[N+:14]([C:17]1[CH:24]=[CH:23][CH:22]=[CH:21][C:18]=1[CH:19]=[O:20])([O-:16])=[O:15].[Cl-].[NH4+].